Dataset: Reaction yield outcomes from USPTO patents with 853,638 reactions. Task: Predict the reaction yield, written as a fraction of the theoretical maximum amount of product (1.0 means a 100% yield; for example, 0.34 means a 34% yield). (1) The reactants are C(OC(=O)[NH:7][CH2:8][C:9]([N:11]1[CH2:16][CH2:15][N:14]([S:17]([C:20]2[CH:25]=[CH:24][C:23]([O:26][CH2:27][C:28]#[C:29][CH3:30])=[CH:22][CH:21]=2)(=[O:19])=[O:18])[CH:13]([C:31](=[O:34])[NH:32][OH:33])[CH2:12]1)=[O:10])(C)(C)C.FC(F)(F)C(O)=O. The catalyst is C(Cl)Cl.C(OCC)(=O)C. The product is [OH:33][NH:32][C:31]([CH:13]1[CH2:12][N:11]([C:9](=[O:10])[CH2:8][NH2:7])[CH2:16][CH2:15][N:14]1[S:17]([C:20]1[CH:25]=[CH:24][C:23]([O:26][CH2:27][C:28]#[C:29][CH3:30])=[CH:22][CH:21]=1)(=[O:19])=[O:18])=[O:34]. The yield is 0.950. (2) The reactants are [CH:1]1([C:4]2[CH:5]=[N:6][C:7]([C:10](OC)=[O:11])=[N:8][CH:9]=2)[CH2:3][CH2:2]1.[H-].[H-].[H-].[H-].[Li+].[Al+3]. The catalyst is C1COCC1. The product is [CH:1]1([C:4]2[CH:5]=[N:6][C:7]([CH2:10][OH:11])=[N:8][CH:9]=2)[CH2:3][CH2:2]1. The yield is 0.330. (3) The reactants are I[C:2]1[C:10]2[C:5](=[N:6][CH:7]=[CH:8][CH:9]=2)[N:4]([Si:11]([CH:18]([CH3:20])[CH3:19])([CH:15]([CH3:17])[CH3:16])[CH:12]([CH3:14])[CH3:13])[CH:3]=1.C([Mg]Cl)(C)C.[CH2:26]([O:28][C:29]1[C:36]([O:37][CH2:38][C:39]2[CH:44]=[CH:43][CH:42]=[CH:41][CH:40]=2)=[CH:35][CH:34]=[CH:33][C:30]=1[CH:31]=[O:32])[CH3:27].O. The catalyst is O1CCCC1. The product is [CH2:38]([O:37][C:36]1[C:29]([O:28][CH2:26][CH3:27])=[C:30]([CH:31]([C:2]2[C:10]3[C:5](=[N:6][CH:7]=[CH:8][CH:9]=3)[N:4]([Si:11]([CH:18]([CH3:20])[CH3:19])([CH:15]([CH3:17])[CH3:16])[CH:12]([CH3:14])[CH3:13])[CH:3]=2)[OH:32])[CH:33]=[CH:34][CH:35]=1)[C:39]1[CH:40]=[CH:41][CH:42]=[CH:43][CH:44]=1. The yield is 0.139. (4) The product is [F:10][C:4]1[CH:3]=[C:2]([NH:1][C:18](=[O:19])[O:20][C:21]2[CH:26]=[CH:25][CH:24]=[CH:23][CH:22]=2)[CH:7]=[CH:6][C:5]=1[CH2:8][OH:9]. The yield is 0.600. The reactants are [NH2:1][C:2]1[CH:7]=[CH:6][C:5]([CH2:8][OH:9])=[C:4]([F:10])[CH:3]=1.N1C=CC=CC=1.Cl[C:18]([O:20][C:21]1[CH:26]=[CH:25][CH:24]=[CH:23][CH:22]=1)=[O:19]. The catalyst is CC(C)=O. (5) The reactants are [F:1][C:2]([F:7])([F:6])[C:3]([OH:5])=[O:4].[F:8][C:9]([F:14])([F:13])[C:10]([OH:12])=[O:11].FC(F)(F)C(O)=O.[Cl:22][C:23]1[CH:24]=[N:25][C:26]2[NH:27][C:28]3[CH:29]=[N:30][CH:31]=[C:32]([CH:54]=3)[CH2:33][CH2:34][C:35]3[CH:43]=[C:39]([NH:40][C:41]=1[N:42]=2)[CH:38]=[CH:37][C:36]=3[NH:44][C:45](=[O:53])[CH2:46][CH:47]1[CH2:52][CH2:51][NH:50][CH2:49][CH2:48]1.[CH3:55][N:56]1[CH:60]=[C:59]([C:61](Cl)=[O:62])[CH:58]=[N:57]1. No catalyst specified. The product is [F:1][C:2]([F:7])([F:6])[C:3]([OH:5])=[O:4].[F:8][C:9]([F:14])([F:13])[C:10]([OH:12])=[O:11].[Cl:22][C:23]1[CH:24]=[N:25][C:26]2[NH:27][C:28]3[CH:29]=[N:30][CH:31]=[C:32]([CH:54]=3)[CH2:33][CH2:34][C:35]3[CH:43]=[C:39]([NH:40][C:41]=1[N:42]=2)[CH:38]=[CH:37][C:36]=3[NH:44][C:45](=[O:53])[CH2:46][CH:47]1[CH2:52][CH2:51][N:50]([C:61]([C:59]2[CH:58]=[N:57][N:56]([CH3:55])[CH:60]=2)=[O:62])[CH2:49][CH2:48]1. The yield is 0.420. (6) The reactants are Br[C:2]1[C:29]([Cl:30])=[CH:28][C:5]([O:6][C:7]2[C:12]([C:13]([N:15]3[C:24]4[C:19](=[CH:20][CH:21]=[CH:22][CH:23]=4)[N:18]([CH:25]4[CH2:27][CH2:26]4)[CH2:17][CH2:16]3)=[O:14])=[CH:11][CH:10]=[CH:9][N:8]=2)=[C:4]([Cl:31])[CH:3]=1.CO.[C:34]([O:37][CH2:38]C)(=[O:36])C. The catalyst is [Pd](Cl)Cl.C1(P(C2C=CC=CC=2)[C-]2C=CC=C2)C=CC=CC=1.[C-]1(P(C2C=CC=CC=2)C2C=CC=CC=2)C=CC=C1.[Fe+2]. The product is [CH3:38][O:37][C:34](=[O:36])[C:2]1[CH:3]=[C:4]([Cl:31])[C:5]([O:6][C:7]2[C:12]([C:13]([N:15]3[C:24]4[C:19](=[CH:20][CH:21]=[CH:22][CH:23]=4)[N:18]([CH:25]4[CH2:27][CH2:26]4)[CH2:17][CH2:16]3)=[O:14])=[CH:11][CH:10]=[CH:9][N:8]=2)=[CH:28][C:29]=1[Cl:30]. The yield is 0.520.